This data is from Catalyst prediction with 721,799 reactions and 888 catalyst types from USPTO. The task is: Predict which catalyst facilitates the given reaction. (1) Reactant: [CH2:1]([C:5]1[CH:10]=[CH:9][C:8]([C:11]#[C:12][C:13]2[CH:20]=[CH:19][C:16]([CH:17]=O)=[CH:15][CH:14]=2)=[CH:7][CH:6]=1)[CH2:2][CH2:3][CH3:4].[CH2:21]([NH2:27])[CH2:22][CH2:23][CH2:24][CH2:25][CH3:26].C(O)(=O)C.C(O[BH-](OC(=O)C)OC(=O)C)(=O)C.[Na+]. The catalyst class is: 279. Product: [CH2:1]([C:5]1[CH:10]=[CH:9][C:8]([C:11]#[C:12][C:13]2[CH:20]=[CH:19][C:16]([CH2:17][NH:27][CH2:21][CH2:22][CH2:23][CH2:24][CH2:25][CH3:26])=[CH:15][CH:14]=2)=[CH:7][CH:6]=1)[CH2:2][CH2:3][CH3:4]. (2) Reactant: [H-].[Al+3].[Li+].[H-].[H-].[H-].[CH3:7][C@H:8]1[CH2:14][CH2:13][CH2:12][C@@H:11]([CH3:15])[NH:10][C:9]1=O.[OH-].[Na+].S([O-])([O-])(=O)=O.[Mg+2].[ClH:25].C(OCC)C. Product: [ClH:25].[CH3:15][C@H:11]1[CH2:12][CH2:13][CH2:14][C@@H:8]([CH3:7])[CH2:9][NH:10]1. The catalyst class is: 132. (3) Reactant: C(OC(=O)[N:7]=[C:8]1[N:12]([CH2:13][C:14]2[CH:19]=[CH:18][CH:17]=[CH:16][C:15]=2[N:20]2[CH2:25][CH2:24][N:23]([CH2:26][C:27]3[CH:32]=[CH:31][CH:30]=[CH:29][C:28]=3[C:33]3[CH:38]=[CH:37][CH:36]=[CH:35][CH:34]=3)[CH2:22][CH2:21]2)[C:11]2[CH:39]=[CH:40][CH:41]=[CH:42][C:10]=2[N:9]1[CH2:43][CH2:44][CH2:45][O:46][C:47]1[CH:52]=[CH:51][C:50]([F:53])=[CH:49][CH:48]=1)(C)(C)C.C(O)(C(F)(F)F)=O. Product: [C:28]1([C:33]2[CH:34]=[CH:35][CH:36]=[CH:37][CH:38]=2)[CH:29]=[CH:30][CH:31]=[CH:32][C:27]=1[CH2:26][N:23]1[CH2:22][CH2:21][N:20]([C:15]2[CH:16]=[CH:17][CH:18]=[CH:19][C:14]=2[CH2:13][N:12]2[C:11]3[CH:39]=[CH:40][CH:41]=[CH:42][C:10]=3[N:9]([CH2:43][CH2:44][CH2:45][O:46][C:47]3[CH:48]=[CH:49][C:50]([F:53])=[CH:51][CH:52]=3)[C:8]2=[NH:7])[CH2:25][CH2:24]1. The catalyst class is: 4. (4) Reactant: [C:1]([O:5][C:6]([NH:8][CH:9]([C:11]1[CH:18]=[CH:17][C:16]([Cl:19])=[CH:15][C:12]=1[CH2:13]O)[CH3:10])=[O:7])([CH3:4])([CH3:3])[CH3:2].C1CCN2C(=NCCC2)CC1.C1C=CC(P([N:45]=[N+:46]=[N-:47])(C2C=CC=CC=2)=O)=CC=1. Product: [C:1]([O:5][C:6]([NH:8][CH:9]([C:11]1[CH:18]=[CH:17][C:16]([Cl:19])=[CH:15][C:12]=1[CH2:13][N:45]=[N+:46]=[N-:47])[CH3:10])=[O:7])([CH3:4])([CH3:3])[CH3:2]. The catalyst class is: 11. (5) Reactant: [F:1][C:2]([F:23])([F:22])[C:3]([NH:5][C:6]1[CH:11]=[CH:10][CH:9]=[C:8]([O:12][C:13]2[CH:18]=[CH:17][C:16]([N+:19]([O-])=O)=[CH:15][CH:14]=2)[CH:7]=1)=[O:4]. Product: [NH2:19][C:16]1[CH:17]=[CH:18][C:13]([O:12][C:8]2[CH:7]=[C:6]([NH:5][C:3](=[O:4])[C:2]([F:1])([F:22])[F:23])[CH:11]=[CH:10][CH:9]=2)=[CH:14][CH:15]=1. The catalyst class is: 586. (6) Reactant: [Br:1][C:2]1[C:9]([F:10])=[CH:8][CH:7]=[C:6](F)[C:3]=1[CH:4]=O.Cl.[F:13][C:14]1[CH:19]=[CH:18][C:17]([NH:20][NH2:21])=[CH:16][CH:15]=1.C(=O)([O-])[O-].[Cs+].[Cs+]. Product: [Br:1][C:2]1[C:9]([F:10])=[CH:8][CH:7]=[C:6]2[C:3]=1[CH:4]=[N:21][N:20]2[C:17]1[CH:18]=[CH:19][C:14]([F:13])=[CH:15][CH:16]=1. The catalyst class is: 514. (7) Reactant: [C:1]1([C:7](Cl)([C:14]2[CH:19]=[CH:18][CH:17]=[CH:16][CH:15]=2)[C:8]2[CH:13]=[CH:12][CH:11]=[CH:10][CH:9]=2)[CH:6]=[CH:5][CH:4]=[CH:3][CH:2]=1.C(N(CC)CC)C.[C:28](O)(=O)[CH2:29][C:30](CC(O)=O)([C:32](O)=[O:33])[OH:31]. Product: [C:7]([O:33][CH2:32][C@@H:30]([OH:31])[CH:29]=[CH2:28])([C:14]1[CH:19]=[CH:18][CH:17]=[CH:16][CH:15]=1)([C:8]1[CH:13]=[CH:12][CH:11]=[CH:10][CH:9]=1)[C:1]1[CH:6]=[CH:5][CH:4]=[CH:3][CH:2]=1. The catalyst class is: 166.